This data is from Full USPTO retrosynthesis dataset with 1.9M reactions from patents (1976-2016). The task is: Predict the reactants needed to synthesize the given product. (1) Given the product [F:13][C:10]([F:11])([F:12])[S:7]([O:6][C:42]1[CH:43]=[C:44]2[C:39](=[CH:40][CH:41]=1)[C:20]1=[N:21][O:22][C:23]([C:24]3[C:28]([C:29]([F:31])([F:30])[F:32])=[C:27]([C:33]4[CH:38]=[CH:37][CH:36]=[CH:35][CH:34]=4)[O:26][N:25]=3)=[C:19]1[CH2:18][C:17]2([F:46])[F:16])(=[O:8])=[O:9], predict the reactants needed to synthesize it. The reactants are: FC(F)(F)S([O:6][S:7]([C:10]([F:13])([F:12])[F:11])(=[O:9])=[O:8])(=O)=O.[F:16][C:17]1([F:46])[C:44]2[C:39](=[CH:40][CH:41]=[C:42](O)[CH:43]=2)[C:20]2=[N:21][O:22][C:23]([C:24]3[C:28]([C:29]([F:32])([F:31])[F:30])=[C:27]([C:33]4[CH:38]=[CH:37][CH:36]=[CH:35][CH:34]=4)[O:26][N:25]=3)=[C:19]2[CH2:18]1. (2) The reactants are: [CH3:1][O:2][C:3]([C:5]1[N:6]([C:28]2[CH:33]=[CH:32][CH:31]=[CH:30][CH:29]=2)[C:7]2[C:12]([C:13](=[O:26])[C:14]=1[CH2:15][C:16]1[CH:17]=[N:18][C:19]([C:22]([O:24]C)=[O:23])=[CH:20][CH:21]=1)=[CH:11][CH:10]=[C:9]([CH3:27])[N:8]=2)=[O:4].O[Li].O.O. Given the product [CH3:1][O:2][C:3]([C:5]1[N:6]([C:28]2[CH:33]=[CH:32][CH:31]=[CH:30][CH:29]=2)[C:7]2[C:12]([C:13](=[O:26])[C:14]=1[CH2:15][C:16]1[CH:17]=[N:18][C:19]([C:22]([OH:24])=[O:23])=[CH:20][CH:21]=1)=[CH:11][CH:10]=[C:9]([CH3:27])[N:8]=2)=[O:4], predict the reactants needed to synthesize it. (3) Given the product [CH:1]1[C:10]2[C:5](=[CH:6][CH:7]=[CH:8][CH:9]=2)[CH:4]=[CH:3][C:2]=1[S:11]([N:15]1[C:23]2[C:18](=[CH:19][CH:20]=[CH:21][CH:22]=2)[CH:17]=[CH:16]1)(=[O:13])=[O:12], predict the reactants needed to synthesize it. The reactants are: [CH:1]1[C:10]2[C:5](=[CH:6][CH:7]=[CH:8][CH:9]=2)[CH:4]=[CH:3][C:2]=1[S:11](Cl)(=[O:13])=[O:12].[NH:15]1[C:23]2[C:18](=[CH:19][CH:20]=[CH:21][CH:22]=2)[CH:17]=[CH:16]1. (4) The reactants are: [CH2:1]([O:3][C:4](=[O:22])[C:5]([C:12]1[CH:17]=[CH:16][C:15]([N+:18]([O-])=O)=[C:14]([F:21])[CH:13]=1)([CH3:11])[C:6]([O:8][CH2:9][CH3:10])=[O:7])[CH3:2].C([O-])=O.[NH4+]. Given the product [CH2:9]([O:8][C:6](=[O:7])[C:5]([C:12]1[CH:17]=[CH:16][C:15]([NH2:18])=[C:14]([F:21])[CH:13]=1)([CH3:11])[C:4]([O:3][CH2:1][CH3:2])=[O:22])[CH3:10], predict the reactants needed to synthesize it. (5) Given the product [OH:23][C:12]1[C:11]([CH:24]([CH3:26])[CH3:25])=[N:10][N:9]([CH2:8][C:5]2[CH:6]=[CH:7][C:2]([C:30]3[CH:31]=[CH:32][CH:33]=[CH:34][C:29]=3[O:28][CH3:27])=[CH:3][CH:4]=2)[C:14](=[O:15])[C:13]=1[C:16]([NH:18][CH2:19][C:20]([OH:22])=[O:21])=[O:17], predict the reactants needed to synthesize it. The reactants are: Br[C:2]1[CH:7]=[CH:6][C:5]([CH2:8][N:9]2[C:14](=[O:15])[C:13]([C:16]([NH:18][CH2:19][C:20]([OH:22])=[O:21])=[O:17])=[C:12]([OH:23])[C:11]([CH:24]([CH3:26])[CH3:25])=[N:10]2)=[CH:4][CH:3]=1.[CH3:27][O:28][C:29]1[CH:34]=[CH:33][CH:32]=[CH:31][C:30]=1B(O)O.C(=O)([O-])[O-].[K+].[K+].Cl.